Dataset: Catalyst prediction with 721,799 reactions and 888 catalyst types from USPTO. Task: Predict which catalyst facilitates the given reaction. (1) Reactant: [CH2:1]([C:3]1[CH:8]=[CH:7][CH:6]=[CH:5][N:4]=1)[CH3:2].[CH2:9]([Li])CCC.CI.O. Product: [CH:1]([C:3]1[CH:8]=[CH:7][CH:6]=[CH:5][N:4]=1)([CH3:9])[CH3:2]. The catalyst class is: 7. (2) Reactant: C[O:2][C:3](=[O:36])[CH2:4][C:5]1[CH:10]=[CH:9][C:8]([F:11])=[C:7]([NH:12][C:13](=[O:35])[C:14]2[CH:19]=[CH:18][C:17]([O:20][CH2:21][C@@H:22]3[CH2:27][N:26]([CH3:28])[C:25]4[CH:29]=[CH:30][CH:31]=[CH:32][C:24]=4[O:23]3)=[C:16]([CH3:33])[C:15]=2[CH3:34])[CH:6]=1.COCCOC.[OH-].[Na+].C(COC)(C)(C)C. Product: [CH3:34][C:15]1[C:16]([CH3:33])=[C:17]([O:20][CH2:21][C@@H:22]2[CH2:27][N:26]([CH3:28])[C:25]3[CH:29]=[CH:30][CH:31]=[CH:32][C:24]=3[O:23]2)[CH:18]=[CH:19][C:14]=1[C:13]([NH:12][C:7]1[CH:6]=[C:5]([CH2:4][C:3]([OH:36])=[O:2])[CH:10]=[CH:9][C:8]=1[F:11])=[O:35]. The catalyst class is: 5. (3) Reactant: N[C:2]1[S:3][C:4]2[CH:10]=[C:9]([C:11]([O:13][CH2:14][CH3:15])=[O:12])[CH:8]=[CH:7][C:5]=2[N:6]=1.N(OCCCCC)=O. Product: [S:3]1[C:4]2[CH:10]=[C:9]([C:11]([O:13][CH2:14][CH3:15])=[O:12])[CH:8]=[CH:7][C:5]=2[N:6]=[CH:2]1. The catalyst class is: 7. (4) Reactant: [CH2:1]([O:3][C:4]1[C:9]2[NH:10][C:11](=[O:13])[O:12][C:8]=2[CH:7]=[C:6]([CH:14]=O)[CH:5]=1)[CH3:2].[C:16]1([C:22](=O)[CH2:23][C:24]2[CH:29]=[CH:28][CH:27]=[CH:26][CH:25]=2)[CH:21]=[CH:20][CH:19]=[CH:18][CH:17]=1.[NH2:31][C:32]([NH2:34])=[O:33].Cl. Product: [CH2:1]([O:3][C:4]1[C:9]2[NH:10][C:11](=[O:13])[O:12][C:8]=2[CH:7]=[C:6]([CH:14]2[C:23]([C:24]3[CH:29]=[CH:28][CH:27]=[CH:26][CH:25]=3)=[C:22]([C:16]3[CH:21]=[CH:20][CH:19]=[CH:18][CH:17]=3)[NH:34][C:32](=[O:33])[NH:31]2)[CH:5]=1)[CH3:2]. The catalyst class is: 8. (5) The catalyst class is: 8. Product: [C:1]1([C:23]2[CH:24]=[CH:25][CH:26]=[CH:27][CH:28]=2)[CH:2]=[CH:3][C:4]([CH2:7][N:8]2[CH:13]=[C:12]3[C:14](=[O:15])[N:37]([C:32]4[CH:33]=[CH:34][CH:35]=[CH:36][C:31]=4[F:30])[N:38]=[C:11]3[C:10]3[CH2:20][CH2:21][CH2:22][C:9]2=3)=[CH:5][CH:6]=1. Reactant: [C:1]1([C:23]2[CH:28]=[CH:27][CH:26]=[CH:25][CH:24]=2)[CH:6]=[CH:5][C:4]([CH2:7][N:8]2[CH:13]=[C:12]([C:14](OCC)=[O:15])[C:11](=S)[C:10]3[CH2:20][CH2:21][CH2:22][C:9]2=3)=[CH:3][CH:2]=1.Cl.[F:30][C:31]1[CH:36]=[CH:35][CH:34]=[CH:33][C:32]=1[NH:37][NH2:38].C(=O)([O-])[O-].[K+].[K+]. (6) Reactant: [N:1]1[CH:6]=[CH:5][CH:4]=[CH:3][C:2]=1[N:7]([CH2:31][CH2:32][C:33]([O:35][CH2:36][CH3:37])=[O:34])[C:8]([C:10]1[CH:30]=[CH:29][C:13]2[N:14]([CH3:28])[C:15]([CH2:17][NH:18][C:19]3[CH:24]=[CH:23][C:22]([C:25](=[NH:27])[NH2:26])=[CH:21][CH:20]=3)=[N:16][C:12]=2[CH:11]=1)=[O:9].[C:38]([OH:43])(=[O:42])[C:39]([OH:41])=[O:40]. Product: [C:38]([OH:43])(=[O:42])[C:39]([OH:41])=[O:40].[N:1]1[CH:6]=[CH:5][CH:4]=[CH:3][C:2]=1[N:7]([CH2:31][CH2:32][C:33]([O:35][CH2:36][CH3:37])=[O:34])[C:8]([C:10]1[CH:30]=[CH:29][C:13]2[N:14]([CH3:28])[C:15]([CH2:17][NH:18][C:19]3[CH:24]=[CH:23][C:22]([C:25](=[NH:26])[NH2:27])=[CH:21][CH:20]=3)=[N:16][C:12]=2[CH:11]=1)=[O:9]. The catalyst class is: 8. (7) The catalyst class is: 5. Product: [CH:9]([N:22]1[CH2:25][C:24]([N:2]([CH3:3])[CH3:1])([C:31]#[N:32])[CH2:23]1)([C:16]1[CH:21]=[CH:20][CH:19]=[CH:18][CH:17]=1)[C:10]1[CH:15]=[CH:14][CH:13]=[CH:12][CH:11]=1. Reactant: [CH3:1][NH:2][CH3:3].C1COCC1.[CH:9]([N:22]1[CH2:25][C:24](=O)[CH2:23]1)([C:16]1[CH:21]=[CH:20][CH:19]=[CH:18][CH:17]=1)[C:10]1[CH:15]=[CH:14][CH:13]=[CH:12][CH:11]=1.C(O)(=O)C.[C-:31]#[N:32].[K+]. (8) Reactant: [O:1]1[C:5]2[CH:6]=[CH:7][CH:8]=[CH:9][C:4]=2[N:3]=[C:2]1[C:10]1[CH:29]=[CH:28][C:13]2[N:14]([CH2:18][CH:19]([C:21](OC(C)(C)C)=[O:22])[CH3:20])[C:15]([CH3:17])=[N:16][C:12]=2[CH:11]=1.[OH-].[Li+].Cl. Product: [O:1]1[C:5]2[CH:6]=[CH:7][CH:8]=[CH:9][C:4]=2[N:3]=[C:2]1[C:10]1[CH:29]=[CH:28][C:13]2[N:14]([CH2:18][C:19](=[C:21]=[O:22])[CH3:20])[C:15]([CH3:17])=[N:16][C:12]=2[CH:11]=1. The catalyst class is: 20. (9) Reactant: [CH2:1]([N:9]1[C:13](=[O:14])[CH:12]=[CH:11][C:10]1=[O:15])[CH2:2][CH2:3][CH2:4][CH2:5][CH2:6][CH2:7][CH3:8].[C:16]1(=[O:22])[O:21][C:19](=[O:20])[CH:18]=[CH:17]1.COC(=O)C(N=NC(C)(C)C(OC)=O)(C)C.C(Cl)(Cl)Cl. Product: [CH2:1]([N:9]1[C:10](=[O:15])[CH:11]=[CH:12][C:13]1=[O:14])[CH2:2][CH2:3][CH2:4][CH2:5][CH2:6][CH2:7][CH3:8].[C:19]1(=[O:20])[O:21][C:16](=[O:22])[CH:17]=[CH:18]1. The catalyst class is: 5. (10) Reactant: [CH:1]1([CH2:4][C:5]([NH:7][C@@H:8]2[C:22](=[O:23])[N:21]3[CH2:24][C@H:25]([O:27][C:28]4[C:29]5[CH:42]=[CH:41][S:40][C:30]=5[N:31]=[C:32]([C:34]5[CH:39]=[CH:38][CH:37]=[CH:36][N:35]=5)[N:33]=4)[CH2:26][C@H:20]3[C:19](=[O:43])[NH:18][C@:17]3([C:45]([O:47]C)=[O:46])[CH2:44][C@H:16]3[CH:15]=[CH:14][CH2:13][CH2:12][CH2:11][CH2:10][CH2:9]2)=[O:6])[CH2:3][CH2:2]1.O1CCCC1.[OH-].[Li+].C([O-])(=O)CC(CC([O-])=O)(C([O-])=O)O.[Na+].[Na+].[Na+]. Product: [CH:1]1([CH2:4][C:5]([NH:7][C@@H:8]2[C:22](=[O:23])[N:21]3[CH2:24][C@H:25]([O:27][C:28]4[C:29]5[CH:42]=[CH:41][S:40][C:30]=5[N:31]=[C:32]([C:34]5[CH:39]=[CH:38][CH:37]=[CH:36][N:35]=5)[N:33]=4)[CH2:26][C@H:20]3[C:19](=[O:43])[NH:18][C@:17]3([C:45]([OH:47])=[O:46])[CH2:44][C@H:16]3[CH:15]=[CH:14][CH2:13][CH2:12][CH2:11][CH2:10][CH2:9]2)=[O:6])[CH2:3][CH2:2]1. The catalyst class is: 5.